From a dataset of Experimentally validated miRNA-target interactions with 360,000+ pairs, plus equal number of negative samples. Binary Classification. Given a miRNA mature sequence and a target amino acid sequence, predict their likelihood of interaction. (1) The miRNA is hsa-miR-1271-5p with sequence CUUGGCACCUAGCAAGCACUCA. The protein sequence of the target gene is MMLRWSGVWGFHPPRIFPSLLVVVALVGLLPVLRSHGLQHSPTASTIRGSEPPRERSIGDVTTAPSEPLHRPDDHNLTNLIIEHGGKPSRKAFPVLDIDYPHVRTPFEISLWILLACLMKIGFHVIPTISSIVPESCLLIVVGLLVGGLIKGVGETPPFLQSDVFFLFLLPPIILDAGYFLPLRQFTENLGTILIFAVVGTLWNAFFLGGLLYAVCLVGGEQINNIGLLDTLLFGSIISAVDPVAVLAVFEEIHINELLHILVFGESLLNDAVTVVLYHLFEEFASYDSVGISDIFLGFL.... Result: 0 (no interaction). (2) The miRNA is hsa-miR-555 with sequence AGGGUAAGCUGAACCUCUGAU. The protein sequence of the target gene is MEDEFFGEKSFQHYCAEFIRHSQQIGDGWEWRTAKECSDGYMCKTQFRIKNEASTPHVGTPASVLTCLPTEENLELPMDDSEVTRPAAVAEVIKHEYHVLYSCSYQVPVLYFRASFLDGRPLALEDIWEGVHECYKPRLLQGPWDTITQQEHPILGQPFFVLHPCKTNEFMTAVLKNSQKINRNVNYITSWLSLVGPVVGLNLPLSYAKATSQSE. Result: 0 (no interaction).